This data is from Peptide-MHC class I binding affinity with 185,985 pairs from IEDB/IMGT. The task is: Regression. Given a peptide amino acid sequence and an MHC pseudo amino acid sequence, predict their binding affinity value. This is MHC class I binding data. The peptide sequence is IRFKDDSSF. The MHC is HLA-A03:01 with pseudo-sequence HLA-A03:01. The binding affinity (normalized) is 0.0847.